From a dataset of Choline transporter screen with 302,306 compounds. Binary Classification. Given a drug SMILES string, predict its activity (active/inactive) in a high-throughput screening assay against a specified biological target. (1) The molecule is Clc1ccc(C(=O)/C=C\Nc2cc(OC)ccc2)cc1. The result is 0 (inactive). (2) The compound is Clc1c(c(NC(=O)CNCc2c(F)cccc2)ccc1)C. The result is 0 (inactive).